From a dataset of Reaction yield outcomes from USPTO patents with 853,638 reactions. Predict the reaction yield, written as a fraction of the theoretical maximum amount of product (1.0 means a 100% yield; for example, 0.34 means a 34% yield). (1) The reactants are [C:1]([O:4][C@H:5]1[CH2:9][C@H:8]([N:10]2[CH:18]=[N:17][C:16]3[C:11]2=[N:12][CH:13]=[N:14][C:15]=3N)[O:7][C@@H:6]1[CH2:20][O:21][Si:22]([C:25]([CH3:28])([CH3:27])[CH3:26])([CH3:24])[CH3:23])(=[O:3])[CH3:2].C[Si]([Br:33])(C)C.C(ON=O)(C)(C)C.C([O-])(O)=O.[Na+]. The catalyst is BrCBr.C(Cl)Cl. The product is [C:1]([O:4][C@H:5]1[CH2:9][C@H:8]([N:10]2[CH:18]=[N:17][C:16]3[C:11]2=[N:12][CH:13]=[N:14][C:15]=3[Br:33])[O:7][C@@H:6]1[CH2:20][O:21][Si:22]([C:25]([CH3:28])([CH3:27])[CH3:26])([CH3:24])[CH3:23])(=[O:3])[CH3:2]. The yield is 0.550. (2) The catalyst is CN(C)C=O.O.[Zn]. The product is [NH2:1][C:4]1[CH:5]=[C:6]([CH:44]=[C:45]([NH2:47])[CH:46]=1)[C:7]([O:9][CH2:10][CH2:11][CH2:12][CH2:13][CH2:14][CH2:15][O:16][C:17](=[O:43])/[CH:18]=[CH:19]/[C:20]1[CH:25]=[CH:24][C:23]([O:26][C:27](=[O:42])[C:28]2[CH:33]=[CH:32][C:31]([O:34][CH2:35][CH2:36][CH2:37][C:38]([F:39])([F:40])[F:41])=[CH:30][CH:29]=2)=[CH:22][CH:21]=1)=[O:8]. The reactants are [N+:1]([C:4]1[CH:5]=[C:6]([CH:44]=[C:45]([N+:47]([O-])=O)[CH:46]=1)[C:7]([O:9][CH2:10][CH2:11][CH2:12][CH2:13][CH2:14][CH2:15][O:16][C:17](=[O:43])/[CH:18]=[CH:19]/[C:20]1[CH:25]=[CH:24][C:23]([O:26][C:27](=[O:42])[C:28]2[CH:33]=[CH:32][C:31]([O:34][CH2:35][CH2:36][CH2:37][C:38]([F:41])([F:40])[F:39])=[CH:30][CH:29]=2)=[CH:22][CH:21]=1)=[O:8])([O-])=O. The yield is 0.910. (3) The yield is 0.0100. The reactants are Cl.[CH3:2][C:3]1([CH3:22])[CH2:11][C@H:10]([NH:12][C:13]2[C:18]([C:19]#[N:20])=[CH:17][N:16]=[C:15](Cl)[N:14]=2)[CH2:9][C@H:8]2[N:4]1[CH2:5][CH2:6][CH2:7]2.[NH2:23][C:24]1[CH:25]=[CH:26][C:27]([O:37][C:38]([CH3:49])([CH3:48])[CH2:39][O:40][Si](C(C)(C)C)(C)C)=[C:28]([N:30]2[C:34](=[O:35])[N:33]([CH3:36])[N:32]=[N:31]2)[CH:29]=1. The product is [NH3:4].[CH3:34][OH:35].[CH3:2][C:3]1([CH3:22])[CH2:11][C@H:10]([NH:12][C:13]2[C:18]([C:19]#[N:20])=[CH:17][N:16]=[C:15]([NH:23][C:24]3[CH:25]=[CH:26][C:27]([O:37][C:38]([CH3:49])([CH3:48])[CH2:39][OH:40])=[C:28]([N:30]4[C:34](=[O:35])[N:33]([CH3:36])[N:32]=[N:31]4)[CH:29]=3)[N:14]=2)[CH2:9][C@H:8]2[N:4]1[CH2:5][CH2:6][CH2:7]2. The catalyst is CC(O)C. (4) The reactants are [Cl:1][C:2]1[NH:3][CH:4]=[C:5]([N+:7]([O-:9])=[O:8])[N:6]=1.[C:10]([O:13][CH2:14][CH2:15][CH2:16][C:17]1([CH3:20])[CH2:19][O:18]1)(=[O:12])[CH3:11].C([O-])(=O)C.[Na+]. The catalyst is C(O)C. The product is [Cl:1][C:2]1[N:3]([CH2:20][C:17]([OH:18])([CH3:19])[CH2:16][CH2:15][CH2:14][O:13][C:10](=[O:12])[CH3:11])[CH:4]=[C:5]([N+:7]([O-:9])=[O:8])[N:6]=1. The yield is 0.790. (5) The reactants are [CH3:1][C@@H:2]1[CH2:7][N:6]([C:8]2[C:21]([CH:22]=O)=[CH:20][C:11]3[C:12]([C:15]([O:17][CH2:18][CH3:19])=[O:16])=[N:13][O:14][C:10]=3[C:9]=2[F:24])[CH2:5][C@H:4]([CH3:25])[O:3]1.[NH:26]1[C:33](=[O:34])[CH2:32][C:30](=[O:31])[NH:29][C:27]1=[O:28]. The catalyst is C(O)C. The product is [F:24][C:9]1[C:10]2[O:14][N:13]=[C:12]([C:15]([O:17][CH2:18][CH3:19])=[O:16])[C:11]=2[CH:20]=[C:21]2[C:8]=1[N:6]1[CH2:5][C@@H:4]([CH3:25])[O:3][C@@H:2]([CH3:1])[C@@H:7]1[C:32]1([C:30](=[O:31])[NH:29][C:27](=[O:28])[NH:26][C:33]1=[O:34])[CH2:22]2. The yield is 0.760.